This data is from Full USPTO retrosynthesis dataset with 1.9M reactions from patents (1976-2016). The task is: Predict the reactants needed to synthesize the given product. (1) Given the product [Cl:1][C:2]1[N:10]=[C:9]2[C:5]([N:6]=[CH:7][N:8]2[CH2:24][CH2:25][C:26]([O:28][CH2:29][CH3:30])=[O:27])=[C:4]([N:11]2[CH2:12][CH2:13][O:14][CH2:15][CH2:16]2)[N:3]=1, predict the reactants needed to synthesize it. The reactants are: [Cl:1][C:2]1[N:10]=[C:9]2[C:5]([N:6]=[CH:7][NH:8]2)=[C:4]([N:11]2[CH2:16][CH2:15][O:14][CH2:13][CH2:12]2)[N:3]=1.C(=O)([O-])[O-].[Cs+].[Cs+].Br[CH2:24][CH2:25][C:26]([O:28][CH2:29][CH3:30])=[O:27]. (2) Given the product [OH:13][CH2:12][C@@H:11]([NH:14][C:15]([C:17]1[CH:25]=[C:24]2[C:20]([CH:21]=[N:22][N:23]2[CH2:26][CH:27]([CH3:28])[CH3:29])=[CH:19][C:18]=1[O:30][C:31]1[CH:36]=[CH:35][C:34]([F:37])=[CH:33][C:32]=1[F:38])=[O:16])[CH2:10][CH2:9][NH:8][CH:39]([CH3:41])[CH3:40], predict the reactants needed to synthesize it. The reactants are: COC1C=CC(C[N:8]([CH:39]([CH3:41])[CH3:40])[CH2:9][CH2:10][C@H:11]([NH:14][C:15]([C:17]2[CH:25]=[C:24]3[C:20]([CH:21]=[N:22][N:23]3[CH2:26][CH:27]([CH3:29])[CH3:28])=[CH:19][C:18]=2[O:30][C:31]2[CH:36]=[CH:35][C:34]([F:37])=[CH:33][C:32]=2[F:38])=[O:16])[CH2:12][OH:13])=CC=1. (3) Given the product [C:20]([C:11]1[N:10]=[C:9]([C:4]2[CH:3]=[C:2]([CH3:1])[CH:7]=[CH:6][N:5]=2)[CH:14]=[C:13]([CH3:15])[CH:12]=1)#[N:21], predict the reactants needed to synthesize it. The reactants are: [CH3:1][C:2]1[CH:3]=[C:4]([C:9]2[CH:14]=[C:13]([CH3:15])[CH:12]=[CH:11][N:10]=2)[N+:5]([O-])=[CH:6][CH:7]=1.C[Si]([C:20]#[N:21])(C)C.CN(C)C(Cl)=O. (4) Given the product [CH2:21]([N:6]1[C:5]2[CH:18]=[CH:19][C:2]([Cl:1])=[CH:3][C:4]=2[C:10]([C:11]2[CH:16]=[CH:15][CH:14]=[CH:13][CH:12]=2)=[N:9][CH2:8][C:7]1=[O:17])[C:22]1[CH:27]=[CH:26][CH:25]=[CH:24][CH:23]=1, predict the reactants needed to synthesize it. The reactants are: [Cl:1][C:2]1[CH:19]=[CH:18][C:5]2[NH:6][C:7](=[O:17])[CH2:8][N:9]=[C:10]([C:11]3[CH:16]=[CH:15][CH:14]=[CH:13][CH:12]=3)[C:4]=2[CH:3]=1.Br[CH2:21][C:22]1[CH:27]=[CH:26][CH:25]=[CH:24][CH:23]=1. (5) Given the product [N:5]1([CH2:4][CH2:3][O:10][C:11]2[CH:18]=[CH:17][C:14]([CH:15]=[O:16])=[CH:13][CH:12]=2)[CH2:9][CH2:8][CH2:7][CH2:6]1, predict the reactants needed to synthesize it. The reactants are: Cl.Cl[CH2:3][CH2:4][N:5]1[CH2:9][CH2:8][CH2:7][CH2:6]1.[OH:10][C:11]1[CH:18]=[CH:17][C:14]([CH:15]=[O:16])=[CH:13][CH:12]=1.